Dataset: NCI-60 drug combinations with 297,098 pairs across 59 cell lines. Task: Regression. Given two drug SMILES strings and cell line genomic features, predict the synergy score measuring deviation from expected non-interaction effect. (1) Drug 1: COC1=NC(=NC2=C1N=CN2C3C(C(C(O3)CO)O)O)N. Drug 2: C1CC(=O)NC(=O)C1N2C(=O)C3=CC=CC=C3C2=O. Cell line: RXF 393. Synergy scores: CSS=2.37, Synergy_ZIP=1.50, Synergy_Bliss=4.81, Synergy_Loewe=2.62, Synergy_HSA=2.99. (2) Drug 1: CC1=C2C(C(=O)C3(C(CC4C(C3C(C(C2(C)C)(CC1OC(=O)C(C(C5=CC=CC=C5)NC(=O)OC(C)(C)C)O)O)OC(=O)C6=CC=CC=C6)(CO4)OC(=O)C)O)C)O. Drug 2: C1CN(CCN1C(=O)CCBr)C(=O)CCBr. Cell line: DU-145. Synergy scores: CSS=45.0, Synergy_ZIP=-3.01, Synergy_Bliss=-3.60, Synergy_Loewe=-6.82, Synergy_HSA=-0.186. (3) Drug 1: CC(C1=C(C=CC(=C1Cl)F)Cl)OC2=C(N=CC(=C2)C3=CN(N=C3)C4CCNCC4)N. Drug 2: CN1CCC(CC1)COC2=C(C=C3C(=C2)N=CN=C3NC4=C(C=C(C=C4)Br)F)OC. Cell line: MOLT-4. Synergy scores: CSS=46.6, Synergy_ZIP=6.20, Synergy_Bliss=8.18, Synergy_Loewe=-11.8, Synergy_HSA=6.99. (4) Drug 1: CC12CCC3C(C1CCC2=O)CC(=C)C4=CC(=O)C=CC34C. Drug 2: C1C(C(OC1N2C=NC(=NC2=O)N)CO)O. Cell line: U251. Synergy scores: CSS=55.6, Synergy_ZIP=-0.280, Synergy_Bliss=1.21, Synergy_Loewe=1.21, Synergy_HSA=1.06. (5) Drug 2: C(CCl)NC(=O)N(CCCl)N=O. Cell line: SF-295. Drug 1: C1=CC(=CC=C1C#N)C(C2=CC=C(C=C2)C#N)N3C=NC=N3. Synergy scores: CSS=-1.48, Synergy_ZIP=3.48, Synergy_Bliss=5.00, Synergy_Loewe=0.576, Synergy_HSA=0.311. (6) Drug 1: C1CCN(CC1)CCOC2=CC=C(C=C2)C(=O)C3=C(SC4=C3C=CC(=C4)O)C5=CC=C(C=C5)O. Drug 2: COC1=C2C(=CC3=C1OC=C3)C=CC(=O)O2. Cell line: HL-60(TB). Synergy scores: CSS=-1.21, Synergy_ZIP=8.68, Synergy_Bliss=11.4, Synergy_Loewe=2.90, Synergy_HSA=-0.643.